This data is from Forward reaction prediction with 1.9M reactions from USPTO patents (1976-2016). The task is: Predict the product of the given reaction. (1) Given the reactants Cl[C:2]1[N:7]=[C:6]2[N:8]([CH3:11])[N:9]=[CH:10][C:5]2=[C:4]([NH:12][C:13]2[CH:18]=[CH:17][CH:16]=[C:15]([O:19][CH3:20])[CH:14]=2)[N:3]=1.[NH:21]1[C:29]2[C:24](=[CH:25][CH:26]=[CH:27][CH:28]=2)[C:23](B2OC(C)(C)C(C)(C)O2)=[N:22]1, predict the reaction product. The product is: [NH:21]1[C:29]2[C:24](=[C:25]([C:2]3[N:7]=[C:6]4[N:8]([CH3:11])[N:9]=[CH:10][C:5]4=[C:4]([NH:12][C:13]4[CH:18]=[CH:17][CH:16]=[C:15]([O:19][CH3:20])[CH:14]=4)[N:3]=3)[CH:26]=[CH:27][CH:28]=2)[CH:23]=[N:22]1. (2) Given the reactants [Cl:1][C:2]1[CH:3]=[C:4]([CH:9]2[CH2:13][CH2:12][O:11][C:10]2=[O:14])[CH:5]=[CH:6][C:7]=1[Cl:8].[BrH:15].O=S(Cl)Cl.[C:20]1(C)C=CC=CC=1, predict the reaction product. The product is: [CH3:20][O:11][C:10](=[O:14])[CH:9]([C:4]1[CH:5]=[CH:6][C:7]([Cl:8])=[C:2]([Cl:1])[CH:3]=1)[CH2:13][CH2:12][Br:15]. (3) The product is: [C:1]([O:5][C:6](=[O:7])[NH:8][CH:9]([C:10](=[O:11])[NH:12][CH:13]([C:14]([N:16]1[CH2:20][CH2:19][CH2:18][CH:17]1[CH2:21][C:22]1[C:26]2[CH:27]=[C:28]([C:51]3[CH:50]=[N:49][CH:54]=[CH:53][CH:52]=3)[CH:29]=[CH:30][C:25]=2[O:24][CH:23]=1)=[O:15])[CH:39]([CH3:40])[CH3:41])[CH3:42])([CH3:4])([CH3:3])[CH3:2]. Given the reactants [C:1]([O:5][C:6]([NH:8][CH:9]([CH3:42])[C:10]([NH:12][CH:13]([CH:39]([CH3:41])[CH3:40])[C:14]([N:16]1[CH2:20][CH2:19][CH2:18][CH:17]1[CH2:21][C:22]1[C:26]2[CH:27]=[C:28](OS(C(F)(F)F)(=O)=O)[CH:29]=[CH:30][C:25]=2[O:24][CH:23]=1)=[O:15])=[O:11])=[O:7])([CH3:4])([CH3:3])[CH3:2].C([O-])([O-])=O.[K+].[K+].[N:49]1[CH:54]=[CH:53][CH:52]=[C:51](B(O)O)[CH:50]=1, predict the reaction product. (4) Given the reactants [Cl:1][C:2]1[CH:11]=[CH:10][C:9]2[NH:8][C:7](=O)[C:6]3=[N:13][N:14]([CH3:16])[CH:15]=[C:5]3[C:4]=2[CH:3]=1.P(Cl)(Cl)(Cl)(Cl)[Cl:18], predict the reaction product. The product is: [Cl:18][C:7]1[C:6]2=[N:13][N:14]([CH3:16])[CH:15]=[C:5]2[C:4]2[CH:3]=[C:2]([Cl:1])[CH:11]=[CH:10][C:9]=2[N:8]=1. (5) Given the reactants [CH2:1]([O:3][C:4]([C:6]1[CH:7]=[N:8][N:9]([CH3:14])[C:10]=1[C:11](O)=[O:12])=[O:5])[CH3:2].C(N1C=CN=C1)([N:17]1C=CN=C1)=O.N, predict the reaction product. The product is: [C:11]([C:10]1[N:9]([CH3:14])[N:8]=[CH:7][C:6]=1[C:4]([O:3][CH2:1][CH3:2])=[O:5])(=[O:12])[NH2:17]. (6) Given the reactants [CH2:1]([N:4]([CH2:8][CH2:9][CH3:10])[CH2:5][CH2:6][CH3:7])[CH2:2][CH3:3].[Br:11][CH2:12][CH2:13][CH2:14][CH2:15][CH2:16][CH2:17][CH2:18][CH2:19][CH2:20][CH2:21][OH:22], predict the reaction product. The product is: [Br-:11].[OH:22][CH2:21][CH2:20][CH2:19][CH2:18][CH2:17][CH2:16][CH2:15][CH2:14][CH2:13][CH2:12][N+:4]([CH2:8][CH2:9][CH3:10])([CH2:5][CH2:6][CH3:7])[CH2:1][CH2:2][CH3:3].